Dataset: NCI-60 drug combinations with 297,098 pairs across 59 cell lines. Task: Regression. Given two drug SMILES strings and cell line genomic features, predict the synergy score measuring deviation from expected non-interaction effect. (1) Drug 1: CC1CCC2CC(C(=CC=CC=CC(CC(C(=O)C(C(C(=CC(C(=O)CC(OC(=O)C3CCCCN3C(=O)C(=O)C1(O2)O)C(C)CC4CCC(C(C4)OC)O)C)C)O)OC)C)C)C)OC. Drug 2: C(CC(=O)O)C(=O)CN.Cl. Cell line: NCI-H460. Synergy scores: CSS=16.9, Synergy_ZIP=-4.89, Synergy_Bliss=1.92, Synergy_Loewe=-3.32, Synergy_HSA=2.52. (2) Drug 1: C1CN1P(=S)(N2CC2)N3CC3. Drug 2: C(CCl)NC(=O)N(CCCl)N=O. Cell line: SK-MEL-5. Synergy scores: CSS=15.1, Synergy_ZIP=-6.08, Synergy_Bliss=0.966, Synergy_Loewe=0.727, Synergy_HSA=2.52.